This data is from Reaction yield outcomes from USPTO patents with 853,638 reactions. The task is: Predict the reaction yield, written as a fraction of the theoretical maximum amount of product (1.0 means a 100% yield; for example, 0.34 means a 34% yield). (1) The reactants are [Br:1][C:2]1[CH:7]=[CH:6][C:5]([CH:8]([N:12]2[CH2:26][CH2:25][C:15]3([O:20][CH2:19][C:18](=[O:21])[N:17]([CH:22]4[CH2:24][CH2:23]4)[CH2:16]3)[CH2:14][CH2:13]2)[C:9](O)=[O:10])=[C:4]([F:27])[CH:3]=1.Cl.CN(C)CCCN=C=NCC.Cl.[CH3:41][O:42][NH2:43].N1C=CC=CC=1. The product is [Br:1][C:2]1[CH:7]=[CH:6][C:5]([CH:8]([N:12]2[CH2:26][CH2:25][C:15]3([O:20][CH2:19][C:18](=[O:21])[N:17]([CH:22]4[CH2:23][CH2:24]4)[CH2:16]3)[CH2:14][CH2:13]2)[C:9]([NH:43][O:42][CH3:41])=[O:10])=[C:4]([F:27])[CH:3]=1. The yield is 0.380. The catalyst is ClCCl.CN(C)C1C=CN=CC=1. (2) The reactants are C(OC([NH:8][CH2:9][C@H:10]([N:15]1[CH2:20][CH2:19][CH2:18][CH2:17][CH2:16]1)[C:11]([O:13][CH3:14])=[O:12])=O)(C)(C)C.[ClH:21]. The catalyst is CO.C(O)(C)C. The product is [ClH:21].[ClH:21].[NH2:8][CH2:9][C@H:10]([N:15]1[CH2:20][CH2:19][CH2:18][CH2:17][CH2:16]1)[C:11]([O:13][CH3:14])=[O:12]. The yield is 1.00. (3) The reactants are [OH:1][N:2]=[C:3](Cl)[C:4]1[CH:9]=[CH:8][CH:7]=[C:6]([C:10]([F:13])([F:12])[F:11])[CH:5]=1.[C:15]([O:19][CH3:20])(=[O:18])[CH:16]=[CH2:17]. The catalyst is C(Cl)Cl. The product is [F:11][C:10]([F:13])([F:12])[C:6]1[CH:5]=[C:4]([C:3]2[CH2:17][CH:16]([C:15]([O:19][CH3:20])=[O:18])[O:1][N:2]=2)[CH:9]=[CH:8][CH:7]=1. The yield is 1.00. (4) The reactants are [C:1]([O:5][C:6]([NH:8][C@@H:9]([C:27]1[CH:32]=[CH:31][CH:30]=[CH:29][CH:28]=1)[C:10]1[CH:11]=[C:12]([CH:24]=[CH:25][CH:26]=1)[O:13][CH2:14][C:15]1[O:16][CH:17]=[C:18]([C:20]([O:22]C)=[O:21])[N:19]=1)=[O:7])([CH3:4])([CH3:3])[CH3:2].O.[OH-].[Li+]. The catalyst is C1COCC1.CO.O. The product is [C:1]([O:5][C:6]([NH:8][C@@H:9]([C:27]1[CH:32]=[CH:31][CH:30]=[CH:29][CH:28]=1)[C:10]1[CH:11]=[C:12]([CH:24]=[CH:25][CH:26]=1)[O:13][CH2:14][C:15]1[O:16][CH:17]=[C:18]([C:20]([OH:22])=[O:21])[N:19]=1)=[O:7])([CH3:4])([CH3:2])[CH3:3]. The yield is 0.950. (5) The reactants are [OH-].[Na+].Cl.[Cl:4][C:5]1[CH:33]=[CH:32][C:8]([O:9][C:10]2[CH:11]=[CH:12][C:13]3[N:17]=[C:16]([CH2:18][O:19][C:20]4[CH:21]=[C:22]([CH:27]=[CH:28][CH:29]=4)[C:23]([O:25]C)=[O:24])[N:15]([CH3:30])[C:14]=3[CH:31]=2)=[CH:7][C:6]=1[F:34].Cl. The catalyst is O1CCOCC1. The product is [ClH:4].[Cl:4][C:5]1[CH:33]=[CH:32][C:8]([O:9][C:10]2[CH:11]=[CH:12][C:13]3[N:17]=[C:16]([CH2:18][O:19][C:20]4[CH:21]=[C:22]([CH:27]=[CH:28][CH:29]=4)[C:23]([OH:25])=[O:24])[N:15]([CH3:30])[C:14]=3[CH:31]=2)=[CH:7][C:6]=1[F:34]. The yield is 0.720.